This data is from Full USPTO retrosynthesis dataset with 1.9M reactions from patents (1976-2016). The task is: Predict the reactants needed to synthesize the given product. (1) Given the product [C:1]1([NH:7][C:8]([C:10]2([CH2:23][CH2:24][CH2:25][CH2:26][N:31]3[CH2:32][CH2:33][N:28]([C:34]4[CH:43]=[CH:42][C:41]5[C:36](=[CH:37][CH:38]=[CH:39][CH:40]=5)[N:35]=4)[CH2:29][CH2:30]3)[C:22]3[CH:21]=[CH:20][CH:19]=[CH:18][C:17]=3[C:16]3[C:11]2=[CH:12][CH:13]=[CH:14][CH:15]=3)=[O:9])[CH:6]=[CH:5][CH:4]=[CH:3][CH:2]=1, predict the reactants needed to synthesize it. The reactants are: [C:1]1([NH:7][C:8]([C:10]2([CH2:23][CH2:24][CH2:25][CH2:26]Br)[C:22]3[CH:21]=[CH:20][CH:19]=[CH:18][C:17]=3[C:16]3[C:11]2=[CH:12][CH:13]=[CH:14][CH:15]=3)=[O:9])[CH:6]=[CH:5][CH:4]=[CH:3][CH:2]=1.[N:28]1([C:34]2[CH:43]=[CH:42][C:41]3[C:36](=[CH:37][CH:38]=[CH:39][CH:40]=3)[N:35]=2)[CH2:33][CH2:32][NH:31][CH2:30][CH2:29]1. (2) Given the product [Br:1][C:2]1[CH:3]=[C:4]2[C:9](=[CH:10][CH:11]=1)[CH:8]=[C:7]([CH:12]=[O:13])[CH:6]=[CH:5]2, predict the reactants needed to synthesize it. The reactants are: [Br:1][C:2]1[CH:3]=[C:4]2[C:9](=[CH:10][CH:11]=1)[CH:8]=[C:7]([CH2:12][OH:13])[CH:6]=[CH:5]2.[Cr](Cl)([O-])(=O)=O.[NH+]1C=CC=CC=1.CCOCC. (3) The reactants are: [C:1]([C:5]1[O:9][N:8]=[C:7]([NH:10][C:11]([NH:13][C:14]2[CH:19]=[CH:18][CH:17]=[C:16]([S:20][C:21]3[C:30]4[C:25](=[CH:26][C:27]([O:41][CH3:42])=[C:28]([O:31][CH2:32][CH2:33][CH2:34][N:35]5[CH2:40][CH2:39]C[CH2:37][CH2:36]5)[CH:29]=4)[N:24]=[CH:23][N:22]=3)[CH:15]=2)=[O:12])[CH:6]=1)([CH3:4])([CH3:3])[CH3:2].N1CC[O:46]CC1.C(N(C(C)C)CC)(C)C. Given the product [C:1]([C:5]1[O:9][N:8]=[C:7]([NH:10][C:11]([NH:13][C:14]2[CH:19]=[CH:18][CH:17]=[C:16]([S:20][C:21]3[C:30]4[C:25](=[CH:26][C:27]([O:41][CH3:42])=[C:28]([O:31][CH2:32][CH2:33][CH2:34][N:35]5[CH2:36][CH2:37][O:46][CH2:39][CH2:40]5)[CH:29]=4)[N:24]=[CH:23][N:22]=3)[CH:15]=2)=[O:12])[CH:6]=1)([CH3:4])([CH3:2])[CH3:3], predict the reactants needed to synthesize it. (4) Given the product [OH:35][C:36]1[CH:41]=[CH:40][CH:39]=[CH:38][C:37]=1[C:2]1[CH:34]=[CH:33][CH:32]=[C:4]([CH2:5][O:6][C@H:7]2[CH2:11][CH2:10][N:9]([C:12]([CH3:30])([CH3:31])[CH2:13][CH2:14][C:15]([C:18]3[CH:23]=[CH:22][CH:21]=[CH:20][CH:19]=3)([C:24]3[CH:29]=[CH:28][CH:27]=[CH:26][CH:25]=3)[C:16]#[N:17])[CH2:8]2)[CH:3]=1, predict the reactants needed to synthesize it. The reactants are: Br[C:2]1[CH:3]=[C:4]([CH:32]=[CH:33][CH:34]=1)[CH2:5][O:6][C@H:7]1[CH2:11][CH2:10][N:9]([C:12]([CH3:31])([CH3:30])[CH2:13][CH2:14][C:15]([C:24]2[CH:29]=[CH:28][CH:27]=[CH:26][CH:25]=2)([C:18]2[CH:23]=[CH:22][CH:21]=[CH:20][CH:19]=2)[C:16]#[N:17])[CH2:8]1.[OH:35][C:36]1[CH:41]=[CH:40][CH:39]=[CH:38][C:37]=1B(O)O. (5) Given the product [O:48]1[C:40]2[CH:39]=[CH:38][C:43]([CH2:44][NH:28][CH2:27][C@@H:17]3[C@@H:16]([C@@:12]4([CH3:15])[CH2:13][CH2:14][C@H:9]([O:8][Si:1]([C:4]([CH3:7])([CH3:6])[CH3:5])([CH3:3])[CH3:2])[CH2:10][C@@H:11]4[CH2:29][O:30][Si:31]([C:34]([CH3:37])([CH3:36])[CH3:35])([CH3:32])[CH3:33])[CH2:24][CH2:23][C@@:22]4([CH3:25])[C@H:18]3[CH2:19][CH2:20][C:21]4=[CH2:26])=[CH:42][C:41]=2[O:46][CH2:47]1, predict the reactants needed to synthesize it. The reactants are: [Si:1]([O:8][C@H:9]1[CH2:14][CH2:13][C@@:12]([C@H:16]2[CH2:24][CH2:23][C@@:22]3([CH3:25])[C@@H:18]([CH2:19][CH2:20][C:21]3=[CH2:26])[C@@H:17]2[CH2:27][NH2:28])([CH3:15])[C@@H:11]([CH2:29][O:30][Si:31]([C:34]([CH3:37])([CH3:36])[CH3:35])([CH3:33])[CH3:32])[CH2:10]1)([C:4]([CH3:7])([CH3:6])[CH3:5])([CH3:3])[CH3:2].[CH:38]1[C:43]([CH:44]=O)=[CH:42][C:41]2[O:46][CH2:47][O:48][C:40]=2[CH:39]=1.[BH4-].[Na+]. (6) The reactants are: N#N.[NH:3]1[C:7]2[CH:8]=[CH:9][CH:10]=[CH:11][C:6]=2[N:5]=[C:4]1[CH:12]([NH:23]C(=O)OC(C)(C)C)[CH2:13][C:14]1[CH:19]=[CH:18][C:17]([O:20][CH3:21])=[CH:16][C:15]=1[CH3:22].Cl. Given the product [NH:3]1[C:7]2[CH:8]=[CH:9][CH:10]=[CH:11][C:6]=2[N:5]=[C:4]1[CH:12]([NH2:23])[CH2:13][C:14]1[CH:19]=[CH:18][C:17]([O:20][CH3:21])=[CH:16][C:15]=1[CH3:22], predict the reactants needed to synthesize it. (7) The reactants are: [CH3:1][C:2]1[CH:7]=[CH:6][C:5]([S:8]([CH2:11][CH:12]([CH2:15][CH2:16][CH2:17][CH3:18])[CH:13]=[O:14])(=[O:10])=[O:9])=[CH:4][CH:3]=1.O[CH:20]([CH:22]=[CH2:23])[CH3:21].C1(C)C=CC(S(O)(=O)=O)=CC=1. Given the product [CH2:15]([C:12]([CH2:11][S:8]([C:5]1[CH:4]=[CH:3][C:2]([CH3:1])=[CH:7][CH:6]=1)(=[O:10])=[O:9])([CH2:21]/[CH:20]=[CH:22]/[CH3:23])[CH:13]=[O:14])[CH2:16][CH2:17][CH3:18], predict the reactants needed to synthesize it.